Dataset: Full USPTO retrosynthesis dataset with 1.9M reactions from patents (1976-2016). Task: Predict the reactants needed to synthesize the given product. (1) Given the product [C:26]([C:24]1[N:23]([CH3:29])[C:22]2[CH:30]=[C:18]([N:11]3[CH:12]=[CH:13][C:8]([O:7][CH2:6][C:5]4[CH:15]=[CH:16][C:2]([Cl:1])=[CH:3][CH:4]=4)=[CH:9][C:10]3=[O:14])[CH:19]=[CH:20][C:21]=2[N:25]=1)(=[O:28])[CH3:27], predict the reactants needed to synthesize it. The reactants are: [Cl:1][C:2]1[CH:16]=[CH:15][C:5]([CH2:6][O:7][C:8]2[CH:13]=[CH:12][NH:11][C:10](=[O:14])[CH:9]=2)=[CH:4][CH:3]=1.Br[C:18]1[CH:19]=[CH:20][C:21]2[N:25]=[C:24]([C:26](=[O:28])[CH3:27])[N:23]([CH3:29])[C:22]=2[CH:30]=1.CNCCNC.C(=O)([O-])[O-].[K+].[K+]. (2) Given the product [NH2:3][CH2:12][CH2:13][N:14]([C:37]1[CH:38]=[CH:39][C:40]([F:43])=[CH:41][CH:42]=1)[C:15]([N:17]1[CH2:26][CH2:25][C:24]2[C:19](=[CH:20][CH:21]=[CH:22][CH:23]=2)[C@H:18]1[C:27]1[CH:32]=[CH:31][C:30]([C:33]([F:35])([F:34])[F:36])=[CH:29][CH:28]=1)=[O:16], predict the reactants needed to synthesize it. The reactants are: O=C1C2C(=CC=CC=2)C(=O)[N:3]1[CH2:12][CH2:13][N:14]([C:37]1[CH:42]=[CH:41][C:40]([F:43])=[CH:39][CH:38]=1)[C:15]([N:17]1[CH2:26][CH2:25][C:24]2[C:19](=[CH:20][CH:21]=[CH:22][CH:23]=2)[C@H:18]1[C:27]1[CH:32]=[CH:31][C:30]([C:33]([F:36])([F:35])[F:34])=[CH:29][CH:28]=1)=[O:16].NN. (3) The reactants are: [CH2:1]([N:3]1[CH2:8][CH2:7][N:6]([C:9]2[C:18]3[C:13](=[CH:14][CH:15]=[CH:16][CH:17]=3)[CH:12]=[C:11]([C:19]3[CH:24]=[CH:23][C:22]([OH:25])=[CH:21][CH:20]=3)[N:10]=2)[CH2:5][CH2:4]1)[CH3:2].C(=O)([O-])[O-].[K+].[K+].Br[CH2:33][CH:34]1[O:38][CH2:37][CH2:36][O:35]1.O. Given the product [CH2:1]([N:3]1[CH2:4][CH2:5][N:6]([C:9]2[C:18]3[C:13](=[CH:14][CH:15]=[CH:16][CH:17]=3)[CH:12]=[C:11]([C:19]3[CH:20]=[CH:21][C:22]([O:25][CH2:33][CH:34]4[O:38][CH2:37][CH2:36][O:35]4)=[CH:23][CH:24]=3)[N:10]=2)[CH2:7][CH2:8]1)[CH3:2], predict the reactants needed to synthesize it. (4) Given the product [C:21]([C:20]1[CH:23]=[C:16]([C:14]2[O:13][N:12]=[C:11]([C:6]3[CH:7]=[CH:8][CH:9]=[C:10]4[C:5]=3[CH2:4][CH2:3][C@H:2]4[NH:1][S:28]([NH2:31])(=[O:30])=[O:29])[N:15]=2)[CH:17]=[CH:18][C:19]=1[O:24][CH:25]([CH3:27])[CH3:26])#[N:22], predict the reactants needed to synthesize it. The reactants are: [NH2:1][C@H:2]1[C:10]2[C:5](=[C:6]([C:11]3[N:15]=[C:14]([C:16]4[CH:17]=[CH:18][C:19]([O:24][CH:25]([CH3:27])[CH3:26])=[C:20]([CH:23]=4)[C:21]#[N:22])[O:13][N:12]=3)[CH:7]=[CH:8][CH:9]=2)[CH2:4][CH2:3]1.[S:28](N)([NH2:31])(=[O:30])=[O:29].